Dataset: Forward reaction prediction with 1.9M reactions from USPTO patents (1976-2016). Task: Predict the product of the given reaction. (1) Given the reactants [CH2:1]([O:8][C:9](=[O:33])[CH:10]([NH:14][CH2:15][CH2:16][C@@H:17]1[CH2:22][C@H:21]([CH2:23][C:24]([O:26][C:27]([CH3:30])([CH3:29])[CH3:28])=[O:25])[O:20][C:19]([CH3:32])([CH3:31])[O:18]1)[CH:11]([CH3:13])[CH3:12])[C:2]1[CH:7]=[CH:6][CH:5]=[CH:4][CH:3]=1.[F:34][C:35]1[CH:43]=[CH:42][C:38]([C:39](Cl)=[O:40])=[CH:37][CH:36]=1, predict the reaction product. The product is: [CH2:1]([O:8][C:9](=[O:33])[CH:10]([N:14]([CH2:15][CH2:16][C@@H:17]1[CH2:22][C@H:21]([CH2:23][C:24]([O:26][C:27]([CH3:30])([CH3:29])[CH3:28])=[O:25])[O:20][C:19]([CH3:31])([CH3:32])[O:18]1)[C:39](=[O:40])[C:38]1[CH:42]=[CH:43][C:35]([F:34])=[CH:36][CH:37]=1)[CH:11]([CH3:12])[CH3:13])[C:2]1[CH:3]=[CH:4][CH:5]=[CH:6][CH:7]=1. (2) Given the reactants [CH2:1]([O:5][C:6]1[CH:11]=[CH:10][C:9]([S:12]([N:15]([CH:17]([C:21]2[CH:26]=[CH:25][C:24]([O:27][CH2:28][CH2:29][CH2:30][NH:31][C:32]([O:34][CH2:35][CH3:36])=[O:33])=[CH:23][CH:22]=2)[C:18](O)=[O:19])[CH3:16])(=[O:14])=[O:13])=[CH:8][CH:7]=1)[C:2]#[C:3][CH3:4].[NH2:37][OH:38], predict the reaction product. The product is: [CH2:1]([O:5][C:6]1[CH:7]=[CH:8][C:9]([S:12]([N:15]([CH3:16])[CH:17]([C:21]2[CH:22]=[CH:23][C:24]([O:27][CH2:28][CH2:29][CH2:30][NH:31][C:32](=[O:33])[O:34][CH2:35][CH3:36])=[CH:25][CH:26]=2)[C:18]([NH:37][OH:38])=[O:19])(=[O:14])=[O:13])=[CH:10][CH:11]=1)[C:2]#[C:3][CH3:4]. (3) Given the reactants [C:1]([C:3]1[N:7]2[N:8]=[C:9]([C:12]3[CH:17]=[CH:16][C:15]([C:18]([N:20]4[CH2:25][CH2:24][O:23][CH2:22][CH2:21]4)=[O:19])=[CH:14][CH:13]=3)[CH:10]=[CH:11][C:6]2=[N:5][CH:4]=1)#[CH:2].I[C:27]1[CH:32]=[CH:31][N:30]=[C:29]2[NH:33][N:34]=[CH:35][C:28]=12, predict the reaction product. The product is: [NH:33]1[C:29]2=[N:30][CH:31]=[CH:32][C:27]([C:2]#[C:1][C:3]3[N:7]4[N:8]=[C:9]([C:12]5[CH:13]=[CH:14][C:15]([C:18]([N:20]6[CH2:21][CH2:22][O:23][CH2:24][CH2:25]6)=[O:19])=[CH:16][CH:17]=5)[CH:10]=[CH:11][C:6]4=[N:5][CH:4]=3)=[C:28]2[CH:35]=[N:34]1.